Predict the reactants needed to synthesize the given product. From a dataset of Full USPTO retrosynthesis dataset with 1.9M reactions from patents (1976-2016). (1) Given the product [CH3:1][C:2]1[CH:7]=[CH:6][CH:5]=[CH:4][C:3]=1[N:8]1[C:12]2[CH:13]=[CH:14][CH:15]=[CH:16][C:11]=2[N:10]([CH2:39][CH2:40][N:41]2[CH2:46][CH2:45][N:44]([C:47]([O:49][C:50]([CH3:51])([CH3:53])[CH3:52])=[O:48])[CH2:43][CH2:42]2)[S:9]1(=[O:18])=[O:17], predict the reactants needed to synthesize it. The reactants are: [CH3:1][C:2]1[CH:7]=[CH:6][CH:5]=[CH:4][C:3]=1[N:8]1[C:12]2[CH:13]=[CH:14][CH:15]=[CH:16][C:11]=2[NH:10][S:9]1(=[O:18])=[O:17].C1(P(C2C=CC=CC=2)C2C=CC=CC=2)C=CC=CC=1.O[CH2:39][CH2:40][N:41]1[CH2:46][CH2:45][N:44]([C:47]([O:49][C:50]([CH3:53])([CH3:52])[CH3:51])=[O:48])[CH2:43][CH2:42]1.CC(OC(/N=N/C(OC(C)C)=O)=O)C. (2) Given the product [Br:8][C:9]1[CH:15]=[CH:14][C:12]([Cl:17])=[C:11]([I:16])[CH:10]=1, predict the reactants needed to synthesize it. The reactants are: N(OC(C)(C)C)=O.[Br:8][C:9]1[CH:15]=[CH:14][C:12](N)=[C:11]([I:16])[CH:10]=1.[ClH:17]. (3) Given the product [C:1]([C:5]1[O:6][C:7]([CH3:14])=[C:8]([C:10]([OH:12])=[O:11])[N:9]=1)([CH3:4])([CH3:3])[CH3:2], predict the reactants needed to synthesize it. The reactants are: [C:1]([C:5]1[O:6][C:7]([CH3:14])=[C:8]([C:10]([O:12]C)=[O:11])[N:9]=1)([CH3:4])([CH3:3])[CH3:2].O.[OH-].[Li+].Cl. (4) Given the product [C:25]([C:22]1[CH:23]=[CH:24][C:19]([O:18][CH2:17][C:13]2([OH:16])[CH2:14][CH2:15][NH:10][CH2:11][CH2:12]2)=[CH:20][CH:21]=1)(=[O:1])[NH2:26], predict the reactants needed to synthesize it. The reactants are: [OH-:1].[Na+].C([N:10]1[CH2:15][CH2:14][C:13]([CH2:17][O:18][C:19]2[CH:24]=[CH:23][C:22]([C:25]#[N:26])=[CH:21][CH:20]=2)([OH:16])[CH2:12][CH2:11]1)C1C=CC=CC=1. (5) The reactants are: [NH2:1][C:2]1[C:10]([CH3:11])=[C:9]([Cl:12])[CH:8]=[CH:7][C:3]=1[C:4]([OH:6])=[O:5].[C:13](=O)([O-])[O-].[Cs+].[Cs+].CI. Given the product [NH2:1][C:2]1[C:10]([CH3:11])=[C:9]([Cl:12])[CH:8]=[CH:7][C:3]=1[C:4]([O:6][CH3:13])=[O:5], predict the reactants needed to synthesize it. (6) Given the product [OH:14][C:8]1[CH:7]=[CH:6][C:5]([S:2](=[O:4])(=[O:3])[NH:16][CH3:15])=[CH:13][C:9]=1[C:10]([OH:12])=[O:11], predict the reactants needed to synthesize it. The reactants are: Cl[S:2]([C:5]1[CH:6]=[CH:7][C:8]([OH:14])=[C:9]([CH:13]=1)[C:10]([OH:12])=[O:11])(=[O:4])=[O:3].[CH3:15][NH2:16].